This data is from Peptide-MHC class I binding affinity with 185,985 pairs from IEDB/IMGT. The task is: Regression. Given a peptide amino acid sequence and an MHC pseudo amino acid sequence, predict their binding affinity value. This is MHC class I binding data. (1) The peptide sequence is DTAKPTSVY. The MHC is HLA-A24:02 with pseudo-sequence HLA-A24:02. The binding affinity (normalized) is 0.0847. (2) The MHC is HLA-A26:01 with pseudo-sequence HLA-A26:01. The peptide sequence is RAWDPQPAM. The binding affinity (normalized) is 0.0847. (3) The peptide sequence is RRWGGTCRI. The MHC is HLA-A24:02 with pseudo-sequence HLA-A24:02. The binding affinity (normalized) is 0.394. (4) The binding affinity (normalized) is 0.0847. The MHC is HLA-A26:02 with pseudo-sequence HLA-A26:02. The peptide sequence is RVYLQGHGY.